From a dataset of Full USPTO retrosynthesis dataset with 1.9M reactions from patents (1976-2016). Predict the reactants needed to synthesize the given product. (1) The reactants are: [NH2:1][CH:2]1[N:8]=[C:7]([C:9]2[CH:14]=[CH:13][CH:12]=[CH:11][CH:10]=2)[C:6]2[CH:15]=[CH:16][CH:17]=[CH:18][C:5]=2[N:4]([CH3:19])[C:3]1=[O:20].[F:21][C:22]1[CH:23]=[C:24]([CH:37]=[C:38]([F:40])[CH:39]=1)[CH2:25][NH:26][C:27](=[O:36])[CH:28]([C:32]([CH3:35])([CH3:34])[CH3:33])[C:29](O)=[O:30]. Given the product [C:32]([CH:28]([C:29]([NH:1][CH:2]1[C:3](=[O:20])[N:4]([CH3:19])[C:5]2[CH:18]=[CH:17][CH:16]=[CH:15][C:6]=2[C:7]([C:9]2[CH:14]=[CH:13][CH:12]=[CH:11][CH:10]=2)=[N:8]1)=[O:30])[C:27]([NH:26][CH2:25][C:24]1[CH:23]=[C:22]([F:21])[CH:39]=[C:38]([F:40])[CH:37]=1)=[O:36])([CH3:35])([CH3:33])[CH3:34], predict the reactants needed to synthesize it. (2) Given the product [CH:41]1([CH2:40][N:27]2[C:26](=[O:44])[C:25]([CH2:24][CH2:56][CH2:57][N:4]3[CH2:1][CH2:3][N:50]([CH3:51])[CH2:8][CH2:9]3)=[CH:30][C:29]([C:31]3[CH:36]=[CH:35][C:34]([O:37][CH3:38])=[C:33]([F:39])[CH:32]=3)=[N:28]2)[CH2:43][CH2:42]1, predict the reactants needed to synthesize it. The reactants are: [CH:1]1([N:4]2[C:9](=O)[C:8](CO)=C(C)C(C3C=CC(OC)=C(F)C=3)=N2)[CH2:3]C1.Br[CH2:24][C:25]1[C:26](=[O:44])[N:27]([CH2:40][CH:41]2[CH2:43][CH2:42]2)[N:28]=[C:29]([C:31]2[CH:36]=[CH:35][C:34]([O:37][CH3:38])=[C:33]([F:39])[CH:32]=2)[CH:30]=1.C(Br)(Br)(Br)Br.[N:50]1C=CC=C[CH:51]=1.[C:56]1(P(C2C=CC=CC=2)C2C=CC=CC=2)C=CC=C[CH:57]=1. (3) Given the product [CH:13]1([C:4](=[O:9])[CH2:5][C:6]([O:7][CH3:2])=[O:8])[CH2:14][CH2:15][CH2:16]1, predict the reactants needed to synthesize it. The reactants are: C[C:2]1(C)[O:7][C:6](=[O:8])[CH2:5][C:4](=[O:9])O1.N1[CH:16]=[CH:15][CH:14]=[CH:13]C=1.C1(C(Cl)=O)CCC1.Cl. (4) Given the product [NH2:19][S:16]([C:13]1[CH:12]=[CH:11][C:10]([C:8]2[CH:9]=[C:5]([C:3]([OH:4])=[O:2])[S:6][C:7]=2[C:20]2[CH:25]=[CH:24][C:23]([F:26])=[CH:22][CH:21]=2)=[CH:15][CH:14]=1)(=[O:17])=[O:18], predict the reactants needed to synthesize it. The reactants are: C[O:2][C:3]([C:5]1[S:6][C:7]([C:20]2[CH:25]=[CH:24][C:23]([F:26])=[CH:22][CH:21]=2)=[C:8]([C:10]2[CH:15]=[CH:14][C:13]([S:16]([NH2:19])(=[O:18])=[O:17])=[CH:12][CH:11]=2)[CH:9]=1)=[O:4].CO.[OH-].[Na+]. (5) Given the product [CH:14]1([C:12]([C:6]2[CH:7]=[N:8][C:9]3[C:4]([C:5]=2[NH:17][CH2:18][C@H:19]2[CH2:20][CH2:21][C@H:22]([N:25]([CH3:27])[CH3:26])[CH2:23][CH2:24]2)=[CH:3][C:2]([C:33]2[CH:34]=[C:29]([Cl:28])[C:30]([OH:45])=[C:31]([Cl:44])[CH:32]=2)=[CH:11][CH:10]=3)=[O:13])[CH2:15][CH2:16]1, predict the reactants needed to synthesize it. The reactants are: Br[C:2]1[CH:3]=[C:4]2[C:9](=[CH:10][CH:11]=1)[N:8]=[CH:7][C:6]([C:12]([CH:14]1[CH2:16][CH2:15]1)=[O:13])=[C:5]2[NH:17][CH2:18][C@H:19]1[CH2:24][CH2:23][C@H:22]([N:25]([CH3:27])[CH3:26])[CH2:21][CH2:20]1.[Cl:28][C:29]1[CH:34]=[C:33](B2OC(C)(C)C(C)(C)O2)[CH:32]=[C:31]([Cl:44])[C:30]=1[OH:45]. (6) Given the product [Si:5]([O:8][CH2:9][CH2:10][C:11]1[C:12]([F:17])=[C:13]([CH:14]=[CH:15][CH:16]=1)[CH:37]=[O:38])([C:1]([CH3:4])([CH3:2])[CH3:3])([CH3:6])[CH3:7], predict the reactants needed to synthesize it. The reactants are: [C:1]([Si:5]([O:8][CH2:9][CH2:10][C:11]1[CH:16]=[CH:15][CH:14]=[CH:13][C:12]=1[F:17])([CH3:7])[CH3:6])([CH3:4])([CH3:3])[CH3:2].C([Li])(CC)C.CN(C)CCN(C)CCN(C)C.CN(C)[CH:37]=[O:38]. (7) Given the product [Cl:1][C:2]1[CH:3]=[C:4]([OH:21])[CH:5]=[CH:6][C:7]=1[O:8][CH:9]([F:11])[F:10], predict the reactants needed to synthesize it. The reactants are: [Cl:1][C:2]1[CH:3]=[C:4](B2OC(C)(C)C(C)(C)O2)[CH:5]=[CH:6][C:7]=1[O:8][CH:9]([F:11])[F:10].[OH:21]OS([O-])=O.[K+]. (8) Given the product [C:22]([N:19]1[CH2:20][CH2:21][C@@H:17]([NH:16][S:13]([C:4]2[CH:5]=[C:6]([CH:7]=[CH:8][C:3]=2[O:2][CH3:1])[C:9]([O:11][CH3:12])=[O:10])(=[O:14])=[O:15])[CH2:18]1)#[N:32], predict the reactants needed to synthesize it. The reactants are: [CH3:1][O:2][C:3]1[CH:8]=[CH:7][C:6]([C:9]([O:11][CH3:12])=[O:10])=[CH:5][C:4]=1[S:13]([NH:16][C@@H:17]1[CH2:21][CH2:20][N:19]([C:22](OC(C)(C)C)=O)[CH2:18]1)(=[O:15])=[O:14].Cl.CC[N:32](C(C)C)C(C)C.BrC#N.C(O)C(N)(CO)CO. (9) Given the product [C:1]([N:8]1[CH2:15][CH2:14][CH2:13][C@H:9]1[C:10]([OH:12])=[O:11])([O:3][C:4]([CH3:7])([CH3:6])[CH3:5])=[O:2].[CH2:29]([O:36][C:37](=[O:52])[C@H:38]([CH2:40][CH2:41][C:42]([O:44][CH2:45][C:46]1[CH:51]=[CH:50][CH:49]=[CH:48][CH:47]=1)=[O:43])[NH2:39])[C:30]1[CH:31]=[CH:32][CH:33]=[CH:34][CH:35]=1, predict the reactants needed to synthesize it. The reactants are: [C:1]([N:8]1[CH2:15][CH2:14][CH2:13][C@H:9]1[C:10]([OH:12])=[O:11])([O:3][C:4]([CH3:7])([CH3:6])[CH3:5])=[O:2].C(N(CC)CC)C.ClC(OCC)=O.[CH2:29]([O:36][C:37](=[O:52])[C@H:38]([CH2:40][CH2:41][C:42]([O:44][CH2:45][C:46]1[CH:51]=[CH:50][CH:49]=[CH:48][CH:47]=1)=[O:43])[NH2:39])[C:30]1[CH:35]=[CH:34][CH:33]=[CH:32][CH:31]=1.C(O)(=O)CC(CC(O)=O)(C(O)=O)O. (10) Given the product [CH3:8][C:9]1[C:17]2[CH2:16][O:15][C:14](=[O:18])[C:13]=2[CH:12]=[CH:11][CH:10]=1, predict the reactants needed to synthesize it. The reactants are: FC(F)(F)C([O-])=O.[CH3:8][C:9]1[C:17]2[CH2:16][O:15][C:14](=[O:18])[C:13]=2[CH:12]=[CH:11][C:10]=1S(CC1CC[NH2+]CC1)(=O)=O.CC1C2COC(=O)C=2C=CC=1[C@@H]1CO1.CCN(C(C)C)C(C)C.